This data is from Full USPTO retrosynthesis dataset with 1.9M reactions from patents (1976-2016). The task is: Predict the reactants needed to synthesize the given product. (1) Given the product [CH3:1][C:2]1[CH:3]=[C:4]([CH:5]=[C:6]([CH3:8])[CH:7]=1)[O:9][C:13]1[CH:18]=[CH:17][N:16]=[CH:15][C:14]=1[S:19]([N:22]1[CH2:27][CH2:26][N:25]([C:28]([O:30][C:31]([CH3:34])([CH3:33])[CH3:32])=[O:29])[CH2:24][CH2:23]1)(=[O:21])=[O:20], predict the reactants needed to synthesize it. The reactants are: [CH3:1][C:2]1[CH:3]=[C:4]([OH:9])[CH:5]=[C:6]([CH3:8])[CH:7]=1.[H-].[Na+].Cl[C:13]1[CH:18]=[CH:17][N:16]=[CH:15][C:14]=1[S:19]([N:22]1[CH2:27][CH2:26][N:25]([C:28]([O:30][C:31]([CH3:34])([CH3:33])[CH3:32])=[O:29])[CH2:24][CH2:23]1)(=[O:21])=[O:20]. (2) The reactants are: N[C:2]1[S:3][C:4]([CH2:7][N:8]2[CH2:12][CH2:11][CH2:10][C:9]2=[O:13])=[CH:5][N:6]=1.C(ON=O)CC(C)C. Given the product [S:3]1[C:4]([CH2:7][N:8]2[CH2:12][CH2:11][CH2:10][C:9]2=[O:13])=[CH:5][N:6]=[CH:2]1, predict the reactants needed to synthesize it. (3) The reactants are: C(OC(C1C=C([C:12]2[CH:17]=[CH:16][C:15]([CH2:18][S:19][CH2:20][CH2:21][O:22][C:23]3[CH:28]=[CH:27][CH:26]=[CH:25][CH:24]=3)=[CH:14][CH:13]=2)C=CC=1)=O)C.[CH2:29]([O:31][C:32]([C:34]1[C:35](C2C=CC(CSCCO)=CC=2)=[CH:36][CH:37]=[CH:38][CH:39]=1)=[O:33])[CH3:30].C1(O)C=CC=CC=1.C1(P(C2C=CC=CC=2)C2C=CC=CC=2)C=CC=CC=1. Given the product [CH2:29]([O:31][C:32]([C:34]1[C:39]([C:12]2[CH:13]=[CH:14][C:15]([CH2:18][S:19][CH2:20][CH2:21][O:22][C:23]3[CH:24]=[CH:25][CH:26]=[CH:27][CH:28]=3)=[CH:16][CH:17]=2)=[CH:38][CH:37]=[CH:36][CH:35]=1)=[O:33])[CH3:30], predict the reactants needed to synthesize it. (4) Given the product [Cl:17][C:18]1[C:19]([O:15][CH2:14][CH:11]2[CH2:12][O:13][C:8]([CH3:16])([CH3:7])[O:9][CH2:10]2)=[CH:20][C:21]([F:31])=[C:22]([CH:30]=1)[C:23]([O:25][C:26]([CH3:27])([CH3:28])[CH3:29])=[O:24], predict the reactants needed to synthesize it. The reactants are: CC(C)([O-])C.[K+].[CH3:7][C:8]1([CH3:16])[O:13][CH2:12][CH:11]([CH2:14][OH:15])[CH2:10][O:9]1.[Cl:17][C:18]1[C:19](F)=[CH:20][C:21]([F:31])=[C:22]([CH:30]=1)[C:23]([O:25][C:26]([CH3:29])([CH3:28])[CH3:27])=[O:24].